This data is from Peptide-MHC class II binding affinity with 134,281 pairs from IEDB. The task is: Regression. Given a peptide amino acid sequence and an MHC pseudo amino acid sequence, predict their binding affinity value. This is MHC class II binding data. (1) The peptide sequence is RKGVLFNIQYVNYWF. The binding affinity (normalized) is 0.612. The MHC is DRB1_1501 with pseudo-sequence DRB1_1501. (2) The MHC is DRB1_0301 with pseudo-sequence DRB1_0301. The peptide sequence is MKTVGDKLEAFTVVAAKPGF. The binding affinity (normalized) is 0. (3) The peptide sequence is ALSRVHSMFLGTGGS. The MHC is DRB1_0405 with pseudo-sequence DRB1_0405. The binding affinity (normalized) is 0.225. (4) The peptide sequence is DGGGFYADDTAGWDT. The MHC is DRB1_0404 with pseudo-sequence DRB1_0404. The binding affinity (normalized) is 0.224. (5) The peptide sequence is SQDNELSWNLNGLQAY. The MHC is DRB1_1302 with pseudo-sequence DRB1_1302. The binding affinity (normalized) is 0.613. (6) The peptide sequence is IRNPLSRNSTHEMYY. The MHC is DRB1_0701 with pseudo-sequence DRB1_0701. The binding affinity (normalized) is 0.478.